From a dataset of Full USPTO retrosynthesis dataset with 1.9M reactions from patents (1976-2016). Predict the reactants needed to synthesize the given product. (1) Given the product [CH3:1][O:2][C:3](=[O:31])[C:4]([C:8]1[CH:13]=[C:12]([CH3:14])[C:11]([CH3:15])=[CH:10][C:9]=1[C:16](=[C:19]([C:21]1[CH:26]=[CH:25][CH:24]=[C:23]([C:27]([F:29])([F:28])[F:30])[CH:22]=1)[CH3:20])[O:17][NH2:18])=[N:5][O:6][CH3:7], predict the reactants needed to synthesize it. The reactants are: [CH3:1][O:2][C:3](=[O:31])[C:4]([C:8]1[CH2:13][C:12]([CH3:14])=[C:11]([CH3:15])[CH2:10][C:9]=1[C:16](=[C:19]([C:21]1[CH:26]=[CH:25][CH:24]=[C:23]([C:27]([F:30])([F:29])[F:28])[CH:22]=1)[CH3:20])[O:17][NH2:18])=[N:5][O:6][CH3:7].ClC1C(=O)C(C#N)=C(C#N)C(=O)C=1Cl. (2) The reactants are: C(NC(C)C)(C)C.[Li]CCCC.COP([CH2:19][C:20]1[S:21][C:22]2[N:23]=[C:24]([N:35]3[C:39]4[CH:40]=[CH:41][CH:42]=[CH:43][C:38]=4[N:37]=[C:36]3[CH2:44][CH3:45])[N:25]=[C:26]([N:29]3[CH2:34][CH2:33][O:32][CH2:31][CH2:30]3)[C:27]=2[N:28]=1)(=O)OC.[C:46]([O:50][C:51]([N:53]1[CH2:56][C:55](=O)[CH2:54]1)=[O:52])([CH3:49])([CH3:48])[CH3:47]. Given the product [C:46]([O:50][C:51]([N:53]1[CH2:56][C:55](=[CH:19][C:20]2[S:21][C:22]3[N:23]=[C:24]([N:35]4[C:39]5[CH:40]=[CH:41][CH:42]=[CH:43][C:38]=5[N:37]=[C:36]4[CH2:44][CH3:45])[N:25]=[C:26]([N:29]4[CH2:34][CH2:33][O:32][CH2:31][CH2:30]4)[C:27]=3[N:28]=2)[CH2:54]1)=[O:52])([CH3:49])([CH3:47])[CH3:48], predict the reactants needed to synthesize it. (3) Given the product [ClH:1].[Cl:1][C:2]1[CH:41]=[CH:40][C:5]([CH2:6][C@@H:7]([NH:28][CH:29]2[CH2:30][CH2:31][CH:32]([O:35][CH2:36][CH2:37][O:38][CH3:39])[CH2:33][CH2:34]2)[C:8]([N:10]2[CH2:11][CH2:12][C:13]([CH:22]3[CH2:23][CH2:24][CH2:25][CH2:26][CH2:27]3)([CH2:16][N:17]3[CH:21]=[N:20][CH:19]=[N:18]3)[CH2:14][CH2:15]2)=[O:9])=[CH:4][CH:3]=1, predict the reactants needed to synthesize it. The reactants are: [Cl:1][C:2]1[CH:41]=[CH:40][C:5]([CH2:6][C@@H:7]([NH:28][CH:29]2[CH2:34][CH2:33][CH:32]([O:35][CH2:36][CH2:37][O:38][CH3:39])[CH2:31][CH2:30]2)[C:8]([N:10]2[CH2:15][CH2:14][C:13]([CH:22]3[CH2:27][CH2:26][CH2:25][CH2:24][CH2:23]3)([CH2:16][N:17]3[CH:21]=[N:20][CH:19]=[N:18]3)[CH2:12][CH2:11]2)=[O:9])=[CH:4][CH:3]=1.Cl. (4) Given the product [CH:12]1[C:7]2[C:6]3[CH:1]=[CH:2][C:3]4[C:21]([O:20][C:18](=[O:19])[C:10](=[C:9]([C:16](=[O:17])[O:15][C:13](=[O:14])[C:4]=4[CH:5]=3)[CH:8]=2)[CH:11]=1)=[O:22], predict the reactants needed to synthesize it. The reactants are: [CH:1]1[C:6]([C:7]2[CH:12]=[CH:11][C:10]3[C:13]([O:15][C:16](=[O:17])[C:9]=3[CH:8]=2)=[O:14])=[CH:5][C:4]2[C:18]([O:20][C:21](=[O:22])[C:3]=2[CH:2]=1)=[O:19].C1C(N)=CC=C(N)C=1.CN1C(=O)CCC1. (5) Given the product [C:20]([N:4]1[CH2:5][C@H:6]([NH:8][S:9]([C:12]2[CH:17]=[C:16]([Cl:18])[CH:15]=[CH:14][C:13]=2[Cl:19])(=[O:10])=[O:11])[CH2:7][C@@H:3]1[CH2:2][NH:1][C:31](=[O:32])[C:30]1[CH:34]=[CH:35][CH:36]=[C:28]([CH3:27])[CH:29]=1)#[N:40], predict the reactants needed to synthesize it. The reactants are: [NH2:1][CH2:2][C@H:3]1[CH2:7][C@@H:6]([NH:8][S:9]([C:12]2[CH:17]=[C:16]([Cl:18])[CH:15]=[CH:14][C:13]=2[Cl:19])(=[O:11])=[O:10])[CH2:5][N:4]1[C:20](OC(C)(C)C)=O.[CH3:27][C:28]1[CH:29]=[C:30]([CH:34]=[CH:35][CH:36]=1)[C:31](Cl)=[O:32].Cl.CC[N:40](C(C)C)C(C)C.N#CBr.C(O)C(N)(CO)CO. (6) Given the product [CH:10]1([CH2:9][N:8]2[C:7]3[CH:6]=[CH:5][C:4]([NH:16][C:17](=[O:19])[CH3:18])=[CH:3][C:2]=3[N:1]=[C:20]2[C:21]([CH3:26])([CH3:25])[CH3:22])[CH2:15][CH2:14][CH2:13][CH2:12][CH2:11]1, predict the reactants needed to synthesize it. The reactants are: [NH2:1][C:2]1[CH:3]=[C:4]([NH:16][C:17](=[O:19])[CH3:18])[CH:5]=[CH:6][C:7]=1[NH:8][CH2:9][CH:10]1[CH2:15][CH2:14][CH2:13][CH2:12][CH2:11]1.[CH3:20][C:21]([CH3:26])([CH3:25])[C:22](Cl)=O. (7) Given the product [F:42][C:43]1[CH:52]=[CH:51][C:50]([F:53])=[CH:49][C:44]=1[O:45][CH2:46][CH2:47][O:48][CH2:2][C:3]1[CH:8]=[CH:7][C:6]([CH:9]2[CH2:14][CH2:13][N:12]([C:15]([O:17][CH2:18][C:19]3[CH:24]=[CH:23][CH:22]=[CH:21][CH:20]=3)=[O:16])[CH2:11][CH:10]2[O:25][CH2:26][C:27]2[CH:28]=[CH:29][C:30]3[O:35][CH2:34][CH2:33][N:32]([CH2:36][CH2:37][CH2:38][O:39][CH3:40])[C:31]=3[CH:41]=2)=[CH:5][CH:4]=1, predict the reactants needed to synthesize it. The reactants are: Cl[CH2:2][C:3]1[CH:8]=[CH:7][C:6]([CH:9]2[CH2:14][CH2:13][N:12]([C:15]([O:17][CH2:18][C:19]3[CH:24]=[CH:23][CH:22]=[CH:21][CH:20]=3)=[O:16])[CH2:11][CH:10]2[O:25][CH2:26][C:27]2[CH:28]=[CH:29][C:30]3[O:35][CH2:34][CH2:33][N:32]([CH2:36][CH2:37][CH2:38][O:39][CH3:40])[C:31]=3[CH:41]=2)=[CH:5][CH:4]=1.[F:42][C:43]1[CH:52]=[CH:51][C:50]([F:53])=[CH:49][C:44]=1[O:45][CH2:46][CH2:47][OH:48].[H-].[Na+].C(=O)([O-])O.[Na+]. (8) Given the product [CH:32]1([CH2:31][O:30][C:22]2[CH:23]=[C:24]([F:29])[C:25]([O:27][CH3:28])=[CH:26][C:21]=2[C:20]2[CH:19]=[CH:18][N:17]=[C:16]3[C:12]([C:10]([NH:9][C@H:6]4[CH2:7][CH2:8][C@H:3]([NH:2][C:40](=[O:39])[CH2:41][OH:42])[CH2:4][CH2:5]4)=[O:11])=[C:13]([CH3:35])[NH:14][C:15]=23)[CH2:33][CH2:34]1, predict the reactants needed to synthesize it. The reactants are: Cl.[NH2:2][C@H:3]1[CH2:8][CH2:7][C@H:6]([NH:9][C:10]([C:12]2[C:16]3=[N:17][CH:18]=[CH:19][C:20]([C:21]4[CH:26]=[C:25]([O:27][CH3:28])[C:24]([F:29])=[CH:23][C:22]=4[O:30][CH2:31][CH:32]4[CH2:34][CH2:33]4)=[C:15]3[NH:14][C:13]=2[CH3:35])=[O:11])[CH2:5][CH2:4]1.C([O:39][CH2:40][C:41](Cl)=[O:42])(=O)C.